From a dataset of Peptide-MHC class II binding affinity with 134,281 pairs from IEDB. Regression. Given a peptide amino acid sequence and an MHC pseudo amino acid sequence, predict their binding affinity value. This is MHC class II binding data. (1) The peptide sequence is LPLRRLLGLVAAGLD. The MHC is HLA-DQA10102-DQB10602 with pseudo-sequence HLA-DQA10102-DQB10602. The binding affinity (normalized) is 0.566. (2) The peptide sequence is YASVEAANASPLQVA. The MHC is DRB1_0701 with pseudo-sequence DRB1_0701. The binding affinity (normalized) is 0.864. (3) The peptide sequence is ADSVKGRFTISRDNS. The MHC is DRB1_0701 with pseudo-sequence DRB1_0701. The binding affinity (normalized) is 0.413. (4) The peptide sequence is MKNIFMLTLFILIIT. The MHC is HLA-DPA10201-DPB10501 with pseudo-sequence HLA-DPA10201-DPB10501. The binding affinity (normalized) is 0.256. (5) The peptide sequence is EKKYFAATQFEPQAA. The MHC is HLA-DQA10101-DQB10501 with pseudo-sequence HLA-DQA10101-DQB10501. The binding affinity (normalized) is 0.400. (6) The peptide sequence is RQAGVQYSR. The MHC is DRB1_1302 with pseudo-sequence DRB1_1302. The binding affinity (normalized) is 0. (7) The peptide sequence is TAAFGVLLSNFGAPS. The MHC is DRB1_0101 with pseudo-sequence DRB1_0101. The binding affinity (normalized) is 1.00.